Dataset: Forward reaction prediction with 1.9M reactions from USPTO patents (1976-2016). Task: Predict the product of the given reaction. (1) The product is: [CH3:11][C:9]1[N:10]=[C:5]2[C:4]([C:12]3[CH:17]=[CH:16][CH:15]=[C:14]([C:18]([F:21])([F:20])[F:19])[CH:13]=3)=[C:3]([CH3:22])[C:2]([C:28]3[N:32]([C:33]4[CH:40]=[CH:39][C:36]([C:37]#[N:38])=[CH:35][CH:34]=4)[N:31]=[CH:30][CH:29]=3)=[CH:7][N:6]2[N:8]=1. Given the reactants Br[C:2]1[C:3]([CH3:22])=[C:4]([C:12]2[CH:17]=[CH:16][CH:15]=[C:14]([C:18]([F:21])([F:20])[F:19])[CH:13]=2)[C:5]2[N:6]([N:8]=[C:9]([CH3:11])[N:10]=2)[CH:7]=1.C([Sn](CCCC)(CCCC)[C:28]1[N:32]([C:33]2[CH:40]=[CH:39][C:36]([C:37]#[N:38])=[CH:35][CH:34]=2)[N:31]=[CH:30][CH:29]=1)CCC, predict the reaction product. (2) Given the reactants C(OC(=O)[NH:7][C@H:8]1[CH2:13][CH2:12][CH2:11][N:10]([C:14]2[CH:19]=[CH:18][C:17]([NH:20][C:21]3[C:30]4[C:25](=[CH:26][CH:27]=[C:28]([C:31]5[CH:36]=[C:35]([F:37])[C:34]([OH:38])=[C:33]([Cl:39])[CH:32]=5)[N:29]=4)[N:24]=[CH:23][C:22]=3[C:40](=[O:42])[CH3:41])=[CH:16][N:15]=2)[CH2:9]1)(C)(C)C.C(O)(C(F)(F)F)=O, predict the reaction product. The product is: [ClH:39].[ClH:39].[ClH:39].[NH2:7][C@H:8]1[CH2:13][CH2:12][CH2:11][N:10]([C:14]2[N:15]=[CH:16][C:17]([NH:20][C:21]3[C:30]4[C:25](=[CH:26][CH:27]=[C:28]([C:31]5[CH:36]=[C:35]([F:37])[C:34]([OH:38])=[C:33]([Cl:39])[CH:32]=5)[N:29]=4)[N:24]=[CH:23][C:22]=3[C:40](=[O:42])[CH3:41])=[CH:18][CH:19]=2)[CH2:9]1. (3) Given the reactants [OH:1][C@@H:2]1[CH2:21][C@@:20]2([CH3:22])[C@@H:13]([CH2:14][CH2:15][C@@H:16]2[C:17](=[O:19])[CH3:18])[C@H:12]2[C@H:3]1[C@:4]1([CH3:24])[C:9]([CH2:10][CH2:11]2)=[CH:8][C:7](=[O:23])[CH2:6][CH2:5]1.N1C=CC=CC=1, predict the reaction product. The product is: [OH:1][C@@H:2]1[CH2:21][C@@:20]2([CH3:22])[C@@H:13]([CH2:14][CH2:15][C@@H:16]2[C:17](=[O:19])[CH3:18])[C@H:12]2[C@H:3]1[C@:4]1([CH3:24])[C@H:9]([CH2:10][CH2:11]2)[CH2:8][C:7](=[O:23])[CH2:6][CH2:5]1. (4) Given the reactants [C:1]([C:3]1[CH:4]=[C:5]([C:10]2[S:14][C:13]([C:15]([O:17][CH3:18])=[O:16])=[CH:12][CH:11]=2)[CH:6]=[CH:7][C:8]=1[OH:9])#[N:2].[Cl:19]N1C(=O)CCC1=O, predict the reaction product. The product is: [Cl:19][C:11]1[CH:12]=[C:13]([C:15]([O:17][CH3:18])=[O:16])[S:14][C:10]=1[C:5]1[CH:6]=[CH:7][C:8]([OH:9])=[C:3]([C:1]#[N:2])[CH:4]=1. (5) The product is: [CH2:1]([O:3][C:4]([N:6]1[CH2:11][CH2:10][N:9]([C:12]2[CH:17]=[CH:16][C:15]([CH2:18][NH2:19])=[CH:14][CH:13]=2)[CH2:8][CH2:7]1)=[O:5])[CH3:2]. Given the reactants [CH2:1]([O:3][C:4]([N:6]1[CH2:11][CH2:10][N:9]([C:12]2[CH:17]=[CH:16][C:15]([C:18]#[N:19])=[CH:14][CH:13]=2)[CH2:8][CH2:7]1)=[O:5])[CH3:2].[BH4-].[Na+].II.Cl.[OH-].[Na+], predict the reaction product.